From a dataset of Forward reaction prediction with 1.9M reactions from USPTO patents (1976-2016). Predict the product of the given reaction. Given the reactants [C:1]1([C:7]2[CH2:11][CH:10]([CH2:12][CH2:13][CH2:14][CH:15]=O)[O:9][N:8]=2)[CH:6]=[CH:5][CH:4]=[CH:3][CH:2]=1.[C:17]1([N:23]2[CH2:28][CH2:27][NH:26][CH2:25][CH2:24]2)[CH:22]=[CH:21][CH:20]=[CH:19][CH:18]=1.[BH-](OC(C)=O)(OC(C)=O)OC(C)=O.[Na+], predict the reaction product. The product is: [C:17]1([N:23]2[CH2:28][CH2:27][N:26]([CH2:15][CH2:14][CH2:13][CH2:12][CH:10]3[O:9][N:8]=[C:7]([C:1]4[CH:6]=[CH:5][CH:4]=[CH:3][CH:2]=4)[CH2:11]3)[CH2:25][CH2:24]2)[CH:22]=[CH:21][CH:20]=[CH:19][CH:18]=1.